From a dataset of Peptide-MHC class I binding affinity with 185,985 pairs from IEDB/IMGT. Regression. Given a peptide amino acid sequence and an MHC pseudo amino acid sequence, predict their binding affinity value. This is MHC class I binding data. (1) The peptide sequence is KLQWLFAAL. The MHC is HLA-A03:01 with pseudo-sequence HLA-A03:01. The binding affinity (normalized) is 0.0847. (2) The peptide sequence is SLLFREVWK. The MHC is HLA-B15:17 with pseudo-sequence HLA-B15:17. The binding affinity (normalized) is 0.0847. (3) The binding affinity (normalized) is 0.0847. The peptide sequence is GLIVLPFYK. The MHC is HLA-A02:06 with pseudo-sequence HLA-A02:06. (4) The peptide sequence is QVPLRPMTYK. The MHC is HLA-A23:01 with pseudo-sequence HLA-A23:01. The binding affinity (normalized) is 0. (5) The peptide sequence is KTTLFHTFK. The MHC is HLA-A30:01 with pseudo-sequence HLA-A30:01. The binding affinity (normalized) is 0.800. (6) The peptide sequence is IAFTRLFTV. The MHC is HLA-B39:01 with pseudo-sequence HLA-B39:01. The binding affinity (normalized) is 0.0847.